This data is from Forward reaction prediction with 1.9M reactions from USPTO patents (1976-2016). The task is: Predict the product of the given reaction. (1) Given the reactants [OH:1][C:2]1[CH:6]([CH:7]([CH3:9])[CH3:8])[NH:5][C:4](=[O:10])[CH:3]=1.[CH:11](=O)[C:12]1[CH:17]=[CH:16][CH:15]=[CH:14][CH:13]=1.[F:19][C:20]1[CH:21]=[C:22]2[C:26](=[CH:27][CH:28]=1)[NH:25][CH:24]=[C:23]2[CH3:29], predict the reaction product. The product is: [F:19][C:20]1[CH:21]=[C:22]2[C:26](=[CH:27][CH:28]=1)[NH:25][C:24]([CH:11]([C:12]1[CH:17]=[CH:16][CH:15]=[CH:14][CH:13]=1)[C:3]1[C:4](=[O:10])[NH:5][CH:6]([CH:7]([CH3:9])[CH3:8])[C:2]=1[OH:1])=[C:23]2[CH3:29]. (2) Given the reactants [NH2:1][C:2]1[CH:11]=[CH:10][C:9]([CH:12]2[CH2:14][CH2:13]2)=[CH:8][C:3]=1[C:4]([O:6][CH3:7])=[O:5].[Br:15][C:16]1[CH:21]=[CH:20][C:19](I)=[CH:18][N:17]=1.C([O-])([O-])=O.[Cs+].[Cs+], predict the reaction product. The product is: [Br:15][C:16]1[N:17]=[CH:18][C:19]([NH:1][C:2]2[CH:11]=[CH:10][C:9]([CH:12]3[CH2:14][CH2:13]3)=[CH:8][C:3]=2[C:4]([O:6][CH3:7])=[O:5])=[CH:20][CH:21]=1. (3) Given the reactants [B-](F)(F)(F)F.[B-](F)(F)(F)F.C1[N+]2(O)CC[N+]([F:20])(CC2)C1.[CH:21]1([C:25]([C:27]2[CH:32]=[CH:31][CH:30]=[CH:29][CH:28]=2)=[O:26])[CH2:24][CH2:23][CH2:22]1, predict the reaction product. The product is: [F:20][C:21]1([C:25]([C:27]2[CH:28]=[CH:29][CH:30]=[CH:31][CH:32]=2)=[O:26])[CH2:22][CH2:23][CH2:24]1.